From a dataset of Forward reaction prediction with 1.9M reactions from USPTO patents (1976-2016). Predict the product of the given reaction. (1) Given the reactants [Cl:1][C:2]1[CH:3]=[C:4]([CH:6]=[CH:7][C:8]=1[S:9]([CH3:12])(=[O:11])=[O:10])[NH2:5].[N:13]([O-])=O.[Na+].O.O.[Sn](Cl)Cl.[OH-].[Na+], predict the reaction product. The product is: [ClH:1].[Cl:1][C:2]1[CH:3]=[C:4]([NH:5][NH2:13])[CH:6]=[CH:7][C:8]=1[S:9]([CH3:12])(=[O:11])=[O:10]. (2) Given the reactants [F:1][C:2]([F:15])([F:14])[CH:3]([NH:6][C:7](=[O:13])[O:8][C:9]([CH3:12])([CH3:11])[CH3:10])[CH2:4][OH:5].N1C=CN=C1.[C:21]([Si:25](Cl)([C:32]1[CH:37]=[CH:36][CH:35]=[CH:34][CH:33]=1)[C:26]1[CH:31]=[CH:30][CH:29]=[CH:28][CH:27]=1)([CH3:24])([CH3:23])[CH3:22], predict the reaction product. The product is: [Si:25]([O:5][CH2:4][CH:3]([NH:6][C:7](=[O:13])[O:8][C:9]([CH3:11])([CH3:10])[CH3:12])[C:2]([F:14])([F:15])[F:1])([C:21]([CH3:24])([CH3:23])[CH3:22])([C:32]1[CH:33]=[CH:34][CH:35]=[CH:36][CH:37]=1)[C:26]1[CH:31]=[CH:30][CH:29]=[CH:28][CH:27]=1. (3) Given the reactants C([O:3][C:4]([C:6]1[NH:7][C:8]2[CH2:9][C@@H:10]3[C@H:14]([CH3:15])[C@@H:11]3[C:12]=2[CH:13]=1)=[O:5])C.[OH-].[Na+], predict the reaction product. The product is: [CH3:15][C@H:14]1[C@H:10]2[CH2:9][C:8]3[NH:7][C:6]([C:4]([OH:5])=[O:3])=[CH:13][C:12]=3[C@@H:11]12. (4) Given the reactants [Cl:1][C:2]1[CH:7]=[CH:6][C:5]([S:8]([C:11]2([C:26]3[CH:31]=[C:30]([F:32])[CH:29]=[CH:28][C:27]=3[F:33])[CH2:16][CH2:15][CH:14]([CH2:17][S:18]([N:21]3[CH2:24][CH:23]([OH:25])[CH2:22]3)(=[O:20])=[O:19])[CH2:13][CH2:12]2)(=[O:10])=[O:9])=[CH:4][CH:3]=1.CC(OI1(OC(C)=O)(OC(C)=O)OC(=O)C2C=CC=CC1=2)=O.C(OCC)(=O)C, predict the reaction product. The product is: [Cl:1][C:2]1[CH:7]=[CH:6][C:5]([S:8]([C:11]2([C:26]3[CH:31]=[C:30]([F:32])[CH:29]=[CH:28][C:27]=3[F:33])[CH2:12][CH2:13][CH:14]([CH2:17][S:18]([N:21]3[CH2:24][C:23](=[O:25])[CH2:22]3)(=[O:19])=[O:20])[CH2:15][CH2:16]2)(=[O:10])=[O:9])=[CH:4][CH:3]=1. (5) Given the reactants [CH:1]([O:4][C:5]1[C:17]([O:18][CH3:19])=[CH:16][CH:15]=[C:14]([C:20]#[C:21][CH3:22])[C:6]=1[NH:7][C:8](=O)[C:9](F)(F)F)([CH3:3])[CH3:2].[CH3:23][O:24][C:25]1[CH:26]=C(I)[CH:28]=[C:29]([O:33][CH3:34])[C:30]=1[O:31][CH3:32].C([O-])([O-])=[O:37].[K+].[K+], predict the reaction product. The product is: [CH:1]([O:4][C:5]1[C:17]([O:18][CH3:19])=[CH:16][CH:15]=[C:14]2[C:6]=1[NH:7][C:8]([CH3:9])=[C:20]2[C:21](=[O:37])[C:22]1[CH:26]=[C:25]([O:24][CH3:23])[C:30]([O:31][CH3:32])=[C:29]([O:33][CH3:34])[CH:28]=1)([CH3:3])[CH3:2].